This data is from NCI-60 drug combinations with 297,098 pairs across 59 cell lines. The task is: Regression. Given two drug SMILES strings and cell line genomic features, predict the synergy score measuring deviation from expected non-interaction effect. (1) Drug 1: C1CN1C2=NC(=NC(=N2)N3CC3)N4CC4. Drug 2: C1CC(=O)NC(=O)C1N2C(=O)C3=CC=CC=C3C2=O. Cell line: COLO 205. Synergy scores: CSS=32.2, Synergy_ZIP=1.91, Synergy_Bliss=2.26, Synergy_Loewe=-14.0, Synergy_HSA=2.43. (2) Drug 1: CC1=C(C=C(C=C1)NC2=NC=CC(=N2)N(C)C3=CC4=NN(C(=C4C=C3)C)C)S(=O)(=O)N.Cl. Drug 2: CN1C2=C(C=C(C=C2)N(CCCl)CCCl)N=C1CCCC(=O)O.Cl. Cell line: HOP-62. Synergy scores: CSS=11.8, Synergy_ZIP=-0.0155, Synergy_Bliss=2.00, Synergy_Loewe=-1.96, Synergy_HSA=-1.05. (3) Drug 1: COC1=CC(=CC(=C1O)OC)C2C3C(COC3=O)C(C4=CC5=C(C=C24)OCO5)OC6C(C(C7C(O6)COC(O7)C8=CC=CS8)O)O. Drug 2: CC1=CC2C(CCC3(C2CCC3(C(=O)C)OC(=O)C)C)C4(C1=CC(=O)CC4)C. Cell line: OVCAR3. Synergy scores: CSS=26.1, Synergy_ZIP=4.36, Synergy_Bliss=5.13, Synergy_Loewe=-26.0, Synergy_HSA=2.99.